Dataset: Catalyst prediction with 721,799 reactions and 888 catalyst types from USPTO. Task: Predict which catalyst facilitates the given reaction. (1) Reactant: [C:1]([O:10]C)(=O)[C:2]1[C:3](=[CH:5][CH:6]=[CH:7][CH:8]=1)[SH:4].[C:12]([C:14]1[CH:19]=[C:18]([CH2:20][CH2:21][CH2:22][O:23][CH2:24][CH2:25][C:26]([O:28][C:29]([CH3:32])([CH3:31])[CH3:30])=[O:27])[CH:17]=[CH:16][N:15]=1)#[N:13].C(N(CC)CC)C. Product: [O:10]=[C:1]1[C:2]2[CH:8]=[CH:7][CH:6]=[CH:5][C:3]=2[S:4][C:12]([C:14]2[CH:19]=[C:18]([CH2:20][CH2:21][CH2:22][O:23][CH2:24][CH2:25][C:26]([O:28][C:29]([CH3:32])([CH3:31])[CH3:30])=[O:27])[CH:17]=[CH:16][N:15]=2)=[N:13]1. The catalyst class is: 11. (2) Reactant: Br[CH2:2][CH2:3][CH2:4][N:5]1[C:13](=[O:14])[C:12]2[C:7](=[CH:8][CH:9]=[CH:10][CH:11]=2)[C:6]1=[O:15].[Na+].[I-].[Cl:18][C:19]1[CH:20]=[CH:21][C:22]([CH3:31])=[C:23]([N:25]2[CH2:30][CH2:29][NH:28][CH2:27][CH2:26]2)[CH:24]=1. Product: [Cl:18][C:19]1[CH:20]=[CH:21][C:22]([CH3:31])=[C:23]([N:25]2[CH2:26][CH2:27][N:28]([CH2:2][CH2:3][CH2:4][N:5]3[C:13](=[O:14])[C:12]4[C:7](=[CH:8][CH:9]=[CH:10][CH:11]=4)[C:6]3=[O:15])[CH2:29][CH2:30]2)[CH:24]=1. The catalyst class is: 21. (3) Reactant: [Cl:1][C:2]1[CH:10]=[CH:9][C:5]([C:6]([OH:8])=O)=[CH:4][C:3]=1[C:11]([C:14]#[N:15])([CH3:13])[CH3:12].C(Cl)(=O)C(Cl)=O.CN(C)C=O.[NH2:27][C:28]1[CH:29]=[C:30]([CH:47]=[CH:48][CH:49]=1)[O:31][C:32]1[CH:44]=[CH:43][C:35]2[N:36]=[C:37]([NH:39][C:40](=[O:42])[CH3:41])[S:38][C:34]=2[C:33]=1[C:45]#[N:46]. Product: [C:40]([NH:39][C:37]1[S:38][C:34]2[C:33]([C:45]#[N:46])=[C:32]([O:31][C:30]3[CH:29]=[C:28]([NH:27][C:6](=[O:8])[C:5]4[CH:9]=[CH:10][C:2]([Cl:1])=[C:3]([C:11]([C:14]#[N:15])([CH3:13])[CH3:12])[CH:4]=4)[CH:49]=[CH:48][CH:47]=3)[CH:44]=[CH:43][C:35]=2[N:36]=1)(=[O:42])[CH3:41]. The catalyst class is: 54. (4) Reactant: [Br:1][C:2]1[CH:7]=[CH:6][C:5]([OH:8])=[CH:4][CH:3]=1.F[C:10]1[CH:17]=[CH:16][C:13]([CH:14]=[O:15])=[CH:12][CH:11]=1.C(=O)([O-])[O-].[K+].[K+]. Product: [Br:1][C:2]1[CH:7]=[CH:6][C:5]([O:8][C:10]2[CH:17]=[CH:16][C:13]([CH:14]=[O:15])=[CH:12][CH:11]=2)=[CH:4][CH:3]=1. The catalyst class is: 3. (5) Reactant: [C:1]1([CH2:7][CH:8]([OH:10])[CH3:9])[CH:6]=[CH:5][CH:4]=[CH:3][CH:2]=1.[Cr](Cl)([O-])(=O)=O.[NH+]1C=CC=CC=1. The catalyst class is: 2. Product: [C:1]1([CH2:7][C:8](=[O:10])[CH3:9])[CH:6]=[CH:5][CH:4]=[CH:3][CH:2]=1. (6) Reactant: [I:1][C:2]1[CH:19]=[CH:18][C:5]([O:6][CH:7]2[CH2:10][N:9](C(OC(C)(C)C)=O)[CH2:8]2)=[CH:4][CH:3]=1.C(O)(C(F)(F)F)=O. Product: [I:1][C:2]1[CH:19]=[CH:18][C:5]([O:6][CH:7]2[CH2:8][NH:9][CH2:10]2)=[CH:4][CH:3]=1. The catalyst class is: 2.